Dataset: Catalyst prediction with 721,799 reactions and 888 catalyst types from USPTO. Task: Predict which catalyst facilitates the given reaction. (1) Reactant: Br[C:2]1[N:6]([CH3:7])[CH:5]=[C:4]([C:8]([O:10][CH3:11])=[O:9])[CH:3]=1.[CH3:12][N:13]1[C:17](B2OC(C)(C)C(C)(C)O2)=[CH:16][CH:15]=[N:14]1.C(=O)([O-])[O-].[K+].[K+]. Product: [CH3:7][N:6]1[C:2]([C:17]2[N:13]([CH3:12])[N:14]=[CH:15][CH:16]=2)=[CH:3][C:4]([C:8]([O:10][CH3:11])=[O:9])=[CH:5]1. The catalyst class is: 760. (2) Product: [Cl:7][C:8]1[CH:13]=[C:12]([Cl:14])[CH:11]=[CH:10][C:9]=1[N:15]1[C:19]2=[N:20][C:21]3[CH:26]=[CH:25][CH:24]=[C:23]([N:27]([CH2:30][CH3:31])[CH2:28][CH3:29])[C:22]=3[N:18]2[CH2:17][CH:16]1[CH2:32][CH2:33][OH:34]. Reactant: [H-].[Al+3].[Li+].[H-].[H-].[H-].[Cl:7][C:8]1[CH:13]=[C:12]([Cl:14])[CH:11]=[CH:10][C:9]=1[N:15]1[C:19]2=[N:20][C:21]3[CH:26]=[CH:25][CH:24]=[C:23]([N:27]([CH2:30][CH3:31])[CH2:28][CH3:29])[C:22]=3[N:18]2[CH2:17][CH:16]1[CH2:32][C:33](OC)=[O:34].O.O.O.O.O.O.O.O.O.O.S([O-])([O-])(=O)=O.[Na+].[Na+]. The catalyst class is: 7. (3) Reactant: [F:1][C:2]1[CH:3]=[CH:4][C:5]([CH3:19])=[C:6]([C:8]2[CH:17]=[C:16]3[C:11]([CH:12]=[C:13](N)[N:14]=[CH:15]3)=[CH:10][CH:9]=2)[CH:7]=1.C(Cl)(Cl)[Cl:21].N(OC(C)(C)C)=O.C([O-])([O-])=O.[Na+].[Na+]. Product: [Cl:21][C:13]1[N:14]=[CH:15][C:16]2[C:11]([CH:12]=1)=[CH:10][CH:9]=[C:8]([C:6]1[CH:7]=[C:2]([F:1])[CH:3]=[CH:4][C:5]=1[CH3:19])[CH:17]=2. The catalyst class is: 13.